This data is from Full USPTO retrosynthesis dataset with 1.9M reactions from patents (1976-2016). The task is: Predict the reactants needed to synthesize the given product. (1) Given the product [NH:6]1[C:7]2[C:12](=[CH:11][CH:10]=[CH:9][CH:8]=2)[CH2:2][CH2:3][C:4]1=[O:5], predict the reactants needed to synthesize it. The reactants are: Cl[CH2:2][CH2:3][C:4]([NH:6][C:7]1[CH:12]=[CH:11][CH:10]=[CH:9][CH:8]=1)=[O:5].[Cl-].[Al+3].[Cl-].[Cl-]. (2) Given the product [F:35][C:3]([F:2])([F:34])[C:4]1[CH:5]=[C:6]([C@H:14]([N:16]([CH3:33])[C:17]([C@H:19]2[CH2:24][CH2:23][N:22]([C:44](=[O:45])[CH2:43][N:39]3[C:38](=[O:47])[C:37]([CH3:48])([CH3:36])[O:41][C:40]3=[O:42])[CH2:21][C@@H:20]2[C:25]2[CH:30]=[CH:29][C:28]([F:31])=[CH:27][C:26]=2[CH3:32])=[O:18])[CH3:15])[CH:7]=[C:8]([C:10]([F:12])([F:13])[F:11])[CH:9]=1, predict the reactants needed to synthesize it. The reactants are: Cl.[F:2][C:3]([F:35])([F:34])[C:4]1[CH:5]=[C:6]([C@H:14]([N:16]([CH3:33])[C:17]([C@H:19]2[CH2:24][CH2:23][NH:22][CH2:21][C@@H:20]2[C:25]2[CH:30]=[CH:29][C:28]([F:31])=[CH:27][C:26]=2[CH3:32])=[O:18])[CH3:15])[CH:7]=[C:8]([C:10]([F:13])([F:12])[F:11])[CH:9]=1.[CH3:36][C:37]1([CH3:48])[O:41][C:40](=[O:42])[N:39]([CH2:43][C:44](O)=[O:45])[C:38]1=[O:47].CCN=C=NCCCN(C)C.Cl.C1C=CC2N(O)N=NC=2C=1.